From a dataset of Catalyst prediction with 721,799 reactions and 888 catalyst types from USPTO. Predict which catalyst facilitates the given reaction. (1) Reactant: Br[CH2:2][C:3]([C:5]1[N:6]=[C:7]([CH2:10][C:11]2[CH:16]=[C:15]([Cl:17])[CH:14]=[CH:13][C:12]=2[O:18][CH2:19][C:20]2[CH:25]=[CH:24][CH:23]=[CH:22][CH:21]=2)[S:8][CH:9]=1)=O.[NH2:26][C:27]1[CH:32]=[CH:31][CH:30]=[CH:29][N:28]=1. Product: [Cl:17][C:15]1[CH:14]=[CH:13][C:12]([O:18][CH2:19][C:20]2[CH:25]=[CH:24][CH:23]=[CH:22][CH:21]=2)=[C:11]([CH2:10][C:7]2[S:8][CH:9]=[C:5]([C:3]3[N:26]=[C:27]4[CH:32]=[CH:31][CH:30]=[CH:29][N:28]4[CH:2]=3)[N:6]=2)[CH:16]=1. The catalyst class is: 8. (2) Reactant: [Br:1][C:2]1[N:7]=[C:6]([N:8]2[CH2:14][CH:13]([OH:15])[CH2:12][N:11]([C:16]([O:18][C:19]([CH3:22])([CH3:21])[CH3:20])=[O:17])[CH2:10][CH2:9]2)[CH:5]=[CH:4][CH:3]=1.CC(OI1(OC(C)=O)(OC(C)=O)OC(=O)C2C1=CC=CC=2)=O. Product: [Br:1][C:2]1[N:7]=[C:6]([N:8]2[CH2:14][C:13](=[O:15])[CH2:12][N:11]([C:16]([O:18][C:19]([CH3:22])([CH3:21])[CH3:20])=[O:17])[CH2:10][CH2:9]2)[CH:5]=[CH:4][CH:3]=1. The catalyst class is: 2. (3) Reactant: [CH3:1][O:2][C:3]1[N:8]=[C:7](/[CH:9]=[CH:10]/[C:11]2[N:29]=[C:14]3[C@H:15]([C:19]4[CH:24]=[CH:23][CH:22]=[CH:21][C:20]=4[C:25]([F:28])([F:27])[F:26])[CH2:16][CH2:17][CH2:18][N:13]3[N:12]=2)[CH:6]=[CH:5][C:4]=1[N:30]1[CH:34]=[C:33]([CH3:35])[N:32]=[CH:31]1.CC(C)(C)C(O[C@@H]([C@H](OC(=O)C(C)(C)C)C(O)=O)C(O)=O)=O.Cl. Product: [CH3:1][O:2][C:3]1[N:8]=[C:7](/[CH:9]=[CH:10]/[C:11]2[N:29]=[C:14]3[C@H:15]([C:19]4[CH:24]=[CH:23][CH:22]=[CH:21][C:20]=4[C:25]([F:28])([F:27])[F:26])[CH2:16][CH2:17][CH2:18][N:13]3[N:12]=2)[CH:6]=[CH:5][C:4]=1[N:30]1[CH:34]=[C:33]([CH3:35])[N:32]=[CH:31]1. The catalyst class is: 13. (4) Reactant: [CH:1]1([CH:7]=O)[CH2:6][CH2:5][CH2:4][CH2:3][CH2:2]1.Cl.Cl.[NH2:11][CH2:12][C:13]1[CH:18]=[CH:17][N:16]=[C:15]([N:19]2[C:23](=[O:24])[C:22]([C:25]3[CH:26]=[N:27][CH:28]=[CH:29][CH:30]=3)=[CH:21][NH:20]2)[CH:14]=1.C(N(C(C)C)CC)(C)C.[BH4-].[Na+]. Product: [CH:1]1([CH2:7][NH:11][CH2:12][C:13]2[CH:18]=[CH:17][N:16]=[C:15]([N:19]3[C:23](=[O:24])[C:22]([C:25]4[CH:26]=[N:27][CH:28]=[CH:29][CH:30]=4)=[CH:21][NH:20]3)[CH:14]=2)[CH2:2][CH2:3][CH2:4][CH2:5][CH2:6]1. The catalyst class is: 40. (5) Reactant: [C:1](C1NC=CN=1)([C:3]1NC=CN=1)=[O:2].[NH2:13][C:14]1[C:29]([F:30])=[CH:28][C:17]2[O:18][C:19]([F:27])([F:26])[C:20](=[O:25])[N:21]([CH2:22][C:23]#[CH:24])[C:16]=2[CH:15]=1.C(N(CC)CC)C.[F:38][C@@H:39]1[CH2:43]N[C@@H:41]([C:44]([OH:46])=[O:45])[CH2:40]1.Cl. Product: [F:38][C@H:39]1[CH2:40][C@H:41]([C:44]([OH:46])=[O:45])[CH:3]([C:1](=[O:2])[NH:13][C:14]2[C:29]([F:30])=[CH:28][C:17]3[O:18][C:19]([F:26])([F:27])[C:20](=[O:25])[N:21]([CH2:22][C:23]#[CH:24])[C:16]=3[CH:15]=2)[CH2:43]1. The catalyst class is: 10. (6) Product: [C:3]([NH:5][C:6]1[C:15](=[O:16])[C:14]2[N:13]=[C:12]([CH:17]=[O:18])[CH:11]=[CH:10][C:9]=2[C:8](=[O:19])[CH:7]=1)(=[O:4])[CH3:2]. The catalyst class is: 6. Reactant: Cl[CH2:2][C:3]([NH:5][C:6]1[C:15](=[O:16])[C:14]2[N:13]=[C:12]([CH:17]=[O:18])[CH:11]=[CH:10][C:9]=2[C:8](=[O:19])[CH:7]=1)=[O:4].ClCC(NC1C(=O)C2N=C(C)C=CC=2C(=O)C=1)=O.[Se](=O)=O. (7) Reactant: N1([C:6]([O:8][C:9]2[CH:14]=[CH:13][CH:12]=[CH:11][C:10]=2[CH2:15][CH2:16][CH3:17])=[O:7])C=CN=C1.[OH:18][C@H:19]1[CH2:23][N:22]([C:24]([C:26]2[CH:31]=[CH:30][CH:29]=[CH:28][CH:27]=2)=[O:25])[C@@H:21]2[CH2:32][CH2:33][NH:34][C@H:20]12. Product: [C:24]([N:22]1[C@H:21]2[C@H:20]([N:34]([C:6]([O:8][C:9]3[CH:14]=[CH:13][CH:12]=[CH:11][C:10]=3[CH2:15][CH2:16][CH3:17])=[O:7])[CH2:33][CH2:32]2)[C@@H:19]([OH:18])[CH2:23]1)(=[O:25])[C:26]1[CH:31]=[CH:30][CH:29]=[CH:28][CH:27]=1. The catalyst class is: 7.